From a dataset of Full USPTO retrosynthesis dataset with 1.9M reactions from patents (1976-2016). Predict the reactants needed to synthesize the given product. (1) Given the product [F:32][C:27]1[CH:28]=[C:29]2[C:24](=[CH:25][CH:26]=1)[C@H:23]([CH:33]([CH3:34])[CH3:35])[C@:22]([CH2:21][CH2:20][N:18]([CH2:17][CH2:16][CH2:15][N:5]([CH2:3][CH2:2][F:1])[CH2:6][C:7]([CH2:8][O:9][CH3:10])([CH3:11])[CH2:12][O:13][CH3:14])[CH3:19])([OH:36])[CH2:31][CH2:30]2, predict the reactants needed to synthesize it. The reactants are: [F:1][CH2:2][C:3]([N:5]([CH2:15][CH2:16][CH2:17][N:18]([CH2:20][CH2:21][C@@:22]1([OH:36])[CH2:31][CH2:30][C:29]2[C:24](=[CH:25][CH:26]=[C:27]([F:32])[CH:28]=2)[C@@H:23]1[CH:33]([CH3:35])[CH3:34])[CH3:19])[CH2:6][C:7]([CH2:12][O:13][CH3:14])([CH3:11])[CH2:8][O:9][CH3:10])=O. (2) Given the product [ClH:1].[CH3:24][C:22]1([CH3:25])[C:21]2[C:20]3[CH:19]=[CH:18][CH:17]=[CH:16][C:15]=3[NH:14][C:13]=2[C:12]([C:26]([O:28][CH:29]([CH3:31])[CH3:30])=[O:27])=[CH:11][N:10]([C:8](=[O:9])[C:7]2[CH:32]=[CH:33][C:4]([CH2:3][CH2:2][N:34]3[CH2:39][CH2:38][O:37][CH2:36][CH2:35]3)=[CH:5][CH:6]=2)[CH2:23]1, predict the reactants needed to synthesize it. The reactants are: [Cl:1][CH2:2][CH2:3][C:4]1[CH:33]=[CH:32][C:7]([C:8]([N:10]2[CH2:23][C:22]([CH3:25])([CH3:24])[C:21]3[C:20]4[CH:19]=[CH:18][CH:17]=[CH:16][C:15]=4[NH:14][C:13]=3[C:12]([C:26]([O:28][CH:29]([CH3:31])[CH3:30])=[O:27])=[CH:11]2)=[O:9])=[CH:6][CH:5]=1.[NH:34]1[CH2:39][CH2:38][O:37][CH2:36][CH2:35]1.[I-].[K+].C(N(CC)CC)C. (3) Given the product [CH2:35]([N:37]([CH2:41][CH3:42])[CH2:38][CH2:39][NH:40][C:20]([C:16]1[CH:15]=[C:14]2[C:19](=[CH:18][CH:17]=1)[C:11](=[C:10]1[C:9]3[C:4](=[CH:5][CH:6]=[CH:7][CH:8]=3)[NH:3][C:2]1=[O:1])[O:12][CH2:13]2)=[O:22])[CH3:36], predict the reactants needed to synthesize it. The reactants are: [O:1]=[C:2]1[C:10](=[C:11]2[C:19]3[C:14](=[CH:15][C:16]([C:20]([OH:22])=O)=[CH:17][CH:18]=3)[CH2:13][O:12]2)[C:9]2[C:4](=[CH:5][CH:6]=[CH:7][CH:8]=2)[NH:3]1.C(N1C=CN=C1)(N1C=CN=C1)=O.[CH2:35]([N:37]([CH2:41][CH3:42])[CH2:38][CH2:39][NH2:40])[CH3:36].O.